From a dataset of Catalyst prediction with 721,799 reactions and 888 catalyst types from USPTO. Predict which catalyst facilitates the given reaction. Reactant: [CH3:1][O:2][C:3](=[O:14])[C:4]1[CH:9]=[CH:8][C:7]([CH2:10][CH2:11][CH2:12]O)=[CH:6][CH:5]=1.C(N1C=CN=C1)(N1C=CN=C1)=O.C([Br:30])C=C. Product: [CH3:1][O:2][C:3](=[O:14])[C:4]1[CH:9]=[CH:8][C:7]([CH2:10][CH2:11][CH2:12][Br:30])=[CH:6][CH:5]=1. The catalyst class is: 23.